Task: Predict the reactants needed to synthesize the given product.. Dataset: Full USPTO retrosynthesis dataset with 1.9M reactions from patents (1976-2016) Given the product [CH:1]1([C:7]2[CH:20]=[CH:19][C:10]([O:11][CH2:12][CH:13]3[O:17][C:16]4=[N:18][C:23](=[O:22])[C:24]([CH2:25][CH2:26][O:27][CH3:28])=[CH:29][N:15]4[CH2:14]3)=[CH:9][CH:8]=2)[CH2:2][CH2:3][CH2:4][CH2:5][CH2:6]1, predict the reactants needed to synthesize it. The reactants are: [CH:1]1([C:7]2[CH:20]=[CH:19][C:10]([O:11][CH2:12][C@H:13]3[O:17][C:16]([NH2:18])=[N:15][CH2:14]3)=[CH:9][CH:8]=2)[CH2:6][CH2:5][CH2:4][CH2:3][CH2:2]1.C[O:22][C:23](=O)[CH:24]([CH:29]=O)[CH2:25][CH2:26][O:27][CH3:28].